From a dataset of Reaction yield outcomes from USPTO patents with 853,638 reactions. Predict the reaction yield, written as a fraction of the theoretical maximum amount of product (1.0 means a 100% yield; for example, 0.34 means a 34% yield). (1) The reactants are [O:1]=[C:2]1[N:7]([CH2:8][CH2:9][CH:10]2[CH2:15][CH2:14][O:13][CH2:12][CH2:11]2)[C:6]2[N:16]=[C:17]([C:20]3[CH:25]=[CH:24][N:23]=[C:22]4[N:26](C(OC(C)(C)C)=O)[CH:27]=[CH:28][C:21]=34)[CH:18]=[N:19][C:5]=2[NH:4][CH2:3]1. The catalyst is Cl. The product is [NH:26]1[C:22]2=[N:23][CH:24]=[CH:25][C:20]([C:17]3[N:16]=[C:6]4[N:7]([CH2:8][CH2:9][CH:10]5[CH2:15][CH2:14][O:13][CH2:12][CH2:11]5)[C:2](=[O:1])[CH2:3][NH:4][C:5]4=[N:19][CH:18]=3)=[C:21]2[CH:28]=[CH:27]1. The yield is 0.630. (2) The reactants are [Cl:1][C:2]1[C:7]([CH:8]([OH:10])[CH3:9])=[CH:6][CH:5]=[CH:4][N:3]=1.C(O)(C)C.C([O-])(O)=O.[Na+]. The catalyst is CC(C)=O.[O-2].[Cr+6].[O-2].[O-2]. The product is [Cl:1][C:2]1[C:7]([C:8](=[O:10])[CH3:9])=[CH:6][CH:5]=[CH:4][N:3]=1. The yield is 0.770. (3) The reactants are ClC1C(O[C:13]2[CH:18]=[C:17]([O:19][CH2:20][O:21]C)C=CC=2CCCO)=NC=C(C(F)(F)F)C=1.Cl[S:28]([N:31]=C=O)(=[O:30])=[O:29].[NH2:34][CH2:35][CH2:36][O:37][CH:38]([CH3:40])[CH3:39].Cl. The catalyst is C(#N)C.N1C=CC=CC=1. The product is [CH:38]([O:37][CH2:36][CH2:35][NH:34][S:28]([NH:31][C:20](=[O:21])[O:19][CH2:17][CH2:18][CH3:13])(=[O:30])=[O:29])([CH3:40])[CH3:39]. The yield is 0.650. (4) The reactants are B(F)(F)F.CCOCC.[CH3:10][N:11]([C:13](F)(F)[CH:14]([F:16])F)C.[F:19][CH:20](F)[C:21](=O)[CH2:22][C:23]([O:25][CH2:26][CH3:27])=[O:24].[N:30]1C=CC=CC=1.CNN. The catalyst is ClCCl.C(#N)C. The product is [CH2:26]([O:25][C:23]([C:22]1[C:21]([CH2:20][F:19])=[N:30][N:11]([CH3:10])[C:13]=1[CH2:14][F:16])=[O:24])[CH3:27]. The yield is 0.690. (5) The reactants are [Br:1]N1C(=O)CCC1=O.[NH2:9][C:10]1[S:11][CH:12]=[C:13]([C:15]([CH3:18])([CH3:17])[CH3:16])[N:14]=1.CCCCCC. The catalyst is C(Cl)(Cl)(Cl)Cl. The product is [NH2:9][C:10]1[S:11][C:12]([Br:1])=[C:13]([C:15]([CH3:18])([CH3:17])[CH3:16])[N:14]=1. The yield is 0.937.